From a dataset of Catalyst prediction with 721,799 reactions and 888 catalyst types from USPTO. Predict which catalyst facilitates the given reaction. Reactant: O.[NH2:2][C:3]1[N:8]=[C:7]([OH:9])[CH:6]=[C:5]([Cl:10])[N:4]=1.[N+:11]([O-])([OH:13])=[O:12]. The catalyst class is: 65. Product: [NH2:2][C:3]1[NH:8][C:7](=[O:9])[C:6]([N+:11]([O-:13])=[O:12])=[C:5]([Cl:10])[N:4]=1.